The task is: Predict which catalyst facilitates the given reaction.. This data is from Catalyst prediction with 721,799 reactions and 888 catalyst types from USPTO. (1) Reactant: [Br:1][C:2]1[CH:7]=[CH:6][C:5]([C:8]([CH3:14])([CH3:13])[C:9]([O:11]C)=[O:10])=[CH:4][CH:3]=1.[Li+].[OH-]. Product: [Br:1][C:2]1[CH:3]=[CH:4][C:5]([C:8]([CH3:14])([CH3:13])[C:9]([OH:11])=[O:10])=[CH:6][CH:7]=1. The catalyst class is: 36. (2) Reactant: [Cl:1][C:2]1[N:3]=[C:4]2[CH:12]=[C:11]([Cl:13])[CH:10]=[N:9][C:5]2=[N:6][C:7]=1Cl.[CH3:14][N:15]1[CH2:22][CH:21]2[CH:17]([CH2:18][NH:19][CH2:20]2)[CH2:16]1. Product: [Cl:1][C:2]1[N:3]=[C:4]2[CH:12]=[C:11]([Cl:13])[CH:10]=[N:9][C:5]2=[N:6][C:7]=1[N:19]1[CH2:20][CH:21]2[CH:17]([CH2:16][N:15]([CH3:14])[CH2:22]2)[CH2:18]1. The catalyst class is: 2. (3) Reactant: [CH3:1][C@@H:2]1[N:7]([CH3:8])[CH2:6][CH2:5][N:4](C(OC(C)(C)C)=O)[CH2:3]1.[ClH:16]. Product: [ClH:16].[ClH:16].[CH3:8][N:7]1[CH2:6][CH2:5][NH:4][CH2:3][C@@H:2]1[CH3:1]. The catalyst class is: 12.